Dataset: Catalyst prediction with 721,799 reactions and 888 catalyst types from USPTO. Task: Predict which catalyst facilitates the given reaction. (1) Reactant: [CH:1]1([CH2:4][N:5]2[C:13]3[C:8](=[CH:9][CH:10]=[C:11]([O:14][CH2:15][CH3:16])[CH:12]=3)[C:7]([F:17])=[C:6]2[C:18]2[CH:23]=[CH:22][C:21]([NH2:24])=[CH:20][CH:19]=2)[CH2:3][CH2:2]1.[CH:25]([O:28][C:29](Cl)=[O:30])([CH3:27])[CH3:26]. Product: [CH:25]([O:28][C:29](=[O:30])[NH:24][C:21]1[CH:20]=[CH:19][C:18]([C:6]2[N:5]([CH2:4][CH:1]3[CH2:3][CH2:2]3)[C:13]3[C:8]([C:7]=2[F:17])=[CH:9][CH:10]=[C:11]([O:14][CH2:15][CH3:16])[CH:12]=3)=[CH:23][CH:22]=1)([CH3:27])[CH3:26]. The catalyst class is: 17. (2) Reactant: [Cl:1][C:2]1[CH:7]=[CH:6][C:5]([NH2:8])=[C:4]([NH2:9])[CH:3]=1.[C:10](N1C=CN=C1)(N1C=CN=C1)=[O:11]. Product: [Cl:1][C:2]1[CH:7]=[CH:6][C:5]2[NH:8][C:10](=[O:11])[NH:9][C:4]=2[CH:3]=1. The catalyst class is: 1. (3) Product: [C:20]([O:24][C:25]([N:27]1[C:36]2[C:31](=[CH:32][CH:33]=[C:34]([CH2:37][CH2:38][O:39][C:54]3[CH:53]=[C:52]4[C:57](=[CH:56][CH:55]=3)[N:49]([CH:45]([CH2:44][C:43]([O:42][CH2:40][CH3:41])=[O:59])[CH2:46][CH2:47][CH3:48])[CH:50]=[CH:51]4)[N:35]=2)[CH2:30][CH2:29][CH2:28]1)=[O:26])([CH3:23])([CH3:22])[CH3:21]. The catalyst class is: 1. Reactant: C1(P(C2C=CC=CC=2)C2C=CC=CC=2)C=CC=CC=1.[C:20]([O:24][C:25]([N:27]1[C:36]2[C:31](=[CH:32][CH:33]=[C:34]([CH2:37][CH2:38][OH:39])[N:35]=2)[CH2:30][CH2:29][CH2:28]1)=[O:26])([CH3:23])([CH3:22])[CH3:21].[CH2:40]([O:42][C:43](=[O:59])[CH2:44][CH:45]([N:49]1[C:57]2[C:52](=[CH:53][C:54](O)=[CH:55][CH:56]=2)[CH:51]=[CH:50]1)[CH2:46][CH2:47][CH3:48])[CH3:41].CC(OC(/N=N/C(OC(C)C)=O)=O)C. (4) Reactant: FC(F)(F)C(O)=O.[NH2:8][C:9]1[N:35]=[C:34]([NH2:36])[CH:33]=[CH:32][C:10]=1[C:11]([NH:13][CH2:14][C:15]1[O:16][C:17]2[CH:23]=[C:22]([O:24]CC3C=CC=CC=3)[CH:21]=[CH:20][C:18]=2[CH:19]=1)=[O:12].C1(SC)C=CC=CC=1.C(=O)(O)[O-].[Na+]. Product: [NH2:8][C:9]1[N:35]=[C:34]([NH2:36])[CH:33]=[CH:32][C:10]=1[C:11]([NH:13][CH2:14][C:15]1[O:16][C:17]2[CH:23]=[C:22]([OH:24])[CH:21]=[CH:20][C:18]=2[CH:19]=1)=[O:12]. The catalyst class is: 6. (5) Reactant: FC(F)(F)C(O)=O.[CH3:8][N:9]1[CH:13]([C:14]([O:16]C(C)(C)C)=[O:15])[CH2:12][N:11]([C:21]2[N:22]([CH3:26])[CH:23]=[CH:24][N:25]=2)[C:10]1=[O:27].C1(C)C=CC=CC=1. Product: [CH3:8][N:9]1[CH:13]([C:14]([OH:16])=[O:15])[CH2:12][N:11]([C:21]2[N:22]([CH3:26])[CH:23]=[CH:24][N:25]=2)[C:10]1=[O:27]. The catalyst class is: 2. (6) Reactant: [CH3:1][O:2][C:3](=[O:15])[CH2:4][C:5]1[CH:10]=[CH:9][C:8]([N+:11]([O-:13])=[O:12])=[C:7](Br)[CH:6]=1.[CH2:16]([N:18](CC)[CH2:19]C)C.CNC. Product: [CH3:1][O:2][C:3](=[O:15])[CH2:4][C:5]1[CH:10]=[CH:9][C:8]([N+:11]([O-:13])=[O:12])=[C:7]([N:18]([CH3:19])[CH3:16])[CH:6]=1. The catalyst class is: 7. (7) Reactant: Cl.[N:2]1[CH:7]=[CH:6][CH:5]=[CH:4][C:3]=1[C:8](=[NH:10])[NH2:9].CC(C)([O-])C.[K+].[F:17][C:18]1[CH:23]=[C:22]([F:24])[CH:21]=[CH:20][C:19]=1[C:25](=[C:27]([C:33](OCC)=[O:34])[C:28]([O:30][CH2:31][CH3:32])=[O:29])[CH3:26].Cl. The catalyst class is: 9. Product: [F:17][C:18]1[CH:23]=[C:22]([F:24])[CH:21]=[CH:20][C:19]=1[C:25]1([CH3:26])[CH:27]([C:28]([O:30][CH2:31][CH3:32])=[O:29])[C:33](=[O:34])[NH:9][C:8]([C:3]2[CH:4]=[CH:5][CH:6]=[CH:7][N:2]=2)=[N:10]1. (8) Reactant: [C:1]([NH:8][C@@H:9]([C:11]([OH:13])=O)[CH3:10])([O:3][C:4]([CH3:7])([CH3:6])[CH3:5])=[O:2].Cl.CN[O:17][CH3:18].[CH:19]([N:22](CC)C(C)C)(C)C.CN(C(ON1N=NC2C=CC=NC1=2)=[N+](C)C)C.F[P-](F)(F)(F)(F)F. Product: [C:4]([O:3][C:1](=[O:2])[NH:8][C@@H:9]([C:11](=[O:13])[NH:22][CH2:19][O:17][CH3:18])[CH3:10])([CH3:5])([CH3:6])[CH3:7]. The catalyst class is: 3. (9) Reactant: C([S:4][C@@H:5]1[CH2:22][CH2:21][C@@:20]2([CH3:23])[CH:7]([C:8](=[O:25])[CH2:9][C@@H:10]3[C@@H:19]2[CH2:18][CH2:17][C@@:15]2([CH3:16])[C@H:11]3[CH2:12][CH2:13][C:14]2=[O:24])[CH2:6]1)(=O)C.C([S-])CC.[Na+].Cl.O. Product: [SH:4][C@@H:5]1[CH2:22][CH2:21][C@@:20]2([CH3:23])[CH:7]([C:8](=[O:25])[CH2:9][C@@H:10]3[C@@H:19]2[CH2:18][CH2:17][C@@:15]2([CH3:16])[C@H:11]3[CH2:12][CH2:13][C:14]2=[O:24])[CH2:6]1. The catalyst class is: 5.